From a dataset of Forward reaction prediction with 1.9M reactions from USPTO patents (1976-2016). Predict the product of the given reaction. (1) Given the reactants O[C:2]1([C:18]([O:20][CH2:21][CH3:22])=[O:19])[CH2:10][C:9]2[C:4](=[N:5][CH:6]=[CH:7][CH:8]=2)[N:3]1C(OC(C)(C)C)=O.Cl, predict the reaction product. The product is: [NH:3]1[C:4]2[C:9](=[CH:8][CH:7]=[CH:6][N:5]=2)[CH:10]=[C:2]1[C:18]([O:20][CH2:21][CH3:22])=[O:19]. (2) Given the reactants [OH:1][CH2:2][C@H:3]1[CH2:7][CH2:6][N:5]([C:8]2[CH:15]=[C:14]([CH3:16])[CH:13]=[CH:12][C:9]=2[CH:10]=O)[CH2:4]1.[N:17]1([C:23]([O:25][C:26]([CH3:29])([CH3:28])[CH3:27])=[O:24])[CH2:22][CH2:21][NH:20][CH2:19][CH2:18]1.ClCCCl.[BH-](OC(C)=O)(OC(C)=O)OC(C)=O.[Na+], predict the reaction product. The product is: [OH:1][CH2:2][C@H:3]1[CH2:7][CH2:6][N:5]([C:8]2[CH:15]=[C:14]([CH3:16])[CH:13]=[CH:12][C:9]=2[CH2:10][N:20]2[CH2:19][CH2:18][N:17]([C:23]([O:25][C:26]([CH3:29])([CH3:28])[CH3:27])=[O:24])[CH2:22][CH2:21]2)[CH2:4]1. (3) Given the reactants [F:1][C:2]1[CH:3]=[C:4]2[C:9](=[CH:10][CH:11]=1)[N:8]=[C:7]([O:12][CH3:13])[C:6]([NH:14][C:15](=[O:19])OCC)=[N:5]2.[CH3:20][O:21][C:22]1[CH:23]=[C:24]([N:28]2[CH2:33][CH2:32][NH:31][CH2:30][CH2:29]2)[CH:25]=[CH:26][CH:27]=1, predict the reaction product. The product is: [F:1][C:2]1[CH:3]=[C:4]2[C:9](=[CH:10][CH:11]=1)[N:8]=[C:7]([O:12][CH3:13])[C:6]([NH:14][C:15]([N:31]1[CH2:30][CH2:29][N:28]([C:24]3[CH:25]=[CH:26][CH:27]=[C:22]([O:21][CH3:20])[CH:23]=3)[CH2:33][CH2:32]1)=[O:19])=[N:5]2. (4) Given the reactants [NH2:1][CH2:2][CH2:3][CH2:4][CH2:5][CH2:6][O:7][C@@H:8]1[C@H:12]([OH:13])[C@@H:11]([CH2:14][O:15][C:16]([C:33]2[CH:38]=[CH:37][CH:36]=[CH:35][CH:34]=2)([C:25]2[CH:30]=[CH:29][C:28]([O:31][CH3:32])=[CH:27][CH:26]=2)[C:17]2[CH:22]=[CH:21][C:20]([O:23][CH3:24])=[CH:19][CH:18]=2)[O:10][C@H:9]1[N:39]1[C:48]2[N:47]=[CH:46][N:45]=[C:43]([NH2:44])[C:42]=2[N:41]=[CH:40]1.[C:49]([CH2:51][CH2:52][O:53][C:54](ON1C(=O)CCC1=O)=[O:55])#[N:50], predict the reaction product. The product is: [C:49]([CH2:51][CH2:52][O:53][C:54]([NH:1][CH2:2][CH2:3][CH2:4][CH2:5][CH2:6][O:7][C@@H:8]1[C@H:12]([OH:13])[C@@H:11]([CH2:14][O:15][C:16]([C:33]2[CH:38]=[CH:37][CH:36]=[CH:35][CH:34]=2)([C:25]2[CH:26]=[CH:27][C:28]([O:31][CH3:32])=[CH:29][CH:30]=2)[C:17]2[CH:18]=[CH:19][C:20]([O:23][CH3:24])=[CH:21][CH:22]=2)[O:10][C@H:9]1[N:39]1[C:48]2[N:47]=[CH:46][N:45]=[C:43]([NH2:44])[C:42]=2[N:41]=[CH:40]1)=[O:55])#[N:50]. (5) Given the reactants [CH2:1]([S:7][C:8]1[N:12]=[CH:11][NH:10][C:9]=1[C:13]1[CH:14]=[N:15][CH:16]=[CH:17][CH:18]=1)[CH2:2][CH2:3][CH2:4][CH2:5][CH3:6].[CH3:19]SC1C(C2C=NC=CC=2)=NNC=1.CI, predict the reaction product. The product is: [CH2:1]([S:7][C:8]1[N:12]=[CH:11][NH:10][C:9]=1[C:13]1[CH2:14][N:15]([CH3:19])[CH2:16][CH2:17][CH:18]=1)[CH2:2][CH2:3][CH2:4][CH2:5][CH3:6]. (6) Given the reactants [CH3:1][NH:2][C:3](=[O:19])[C:4]1[CH:9]=[C:8]([N:10]2[CH2:15][CH2:14][O:13][CH2:12][CH2:11]2)[CH:7]=[CH:6][C:5]=1[N+:16]([O-])=O.[H][H], predict the reaction product. The product is: [NH2:16][C:5]1[CH:6]=[CH:7][C:8]([N:10]2[CH2:11][CH2:12][O:13][CH2:14][CH2:15]2)=[CH:9][C:4]=1[C:3]([NH:2][CH3:1])=[O:19]. (7) Given the reactants [C:1]([C:3]1[C:4]([NH2:19])=[N:5][CH:6]=[CH:7][C:8]=1[O:9][C:10]1[CH:15]=[CH:14][C:13]([N+:16]([O-])=O)=[CH:12][CH:11]=1)#[CH:2].[Cl-].[NH4+].CN(C)C=O.C(O)C, predict the reaction product. The product is: [NH2:16][C:13]1[CH:14]=[CH:15][C:10]([O:9][C:8]2[CH:7]=[CH:6][N:5]=[C:4]([NH2:19])[C:3]=2[C:1]#[CH:2])=[CH:11][CH:12]=1. (8) Given the reactants [CH2:1]([O:3][C:4]1[N:8]([C:9]2[C:17]3[O:16][CH2:15][C@H:14]([N:18](C(=O)C(F)(F)F)[C:19]4[CH:32]=[CH:31][C:22]5[C@H:23]([CH2:26][C:27]([O:29]C)=[O:28])[CH2:24][O:25][C:21]=5[CH:20]=4)[C:13]=3[CH:12]=[CH:11][CH:10]=2)[C:7]2[CH:39]=[CH:40][CH:41]=[CH:42][C:6]=2[N:5]=1)[CH3:2].[OH-].[Na+].Cl, predict the reaction product. The product is: [CH2:1]([O:3][C:4]1[N:8]([C:9]2[C:17]3[O:16][CH2:15][C@H:14]([NH:18][C:19]4[CH:32]=[CH:31][C:22]5[C@H:23]([CH2:26][C:27]([OH:29])=[O:28])[CH2:24][O:25][C:21]=5[CH:20]=4)[C:13]=3[CH:12]=[CH:11][CH:10]=2)[C:7]2[CH:39]=[CH:40][CH:41]=[CH:42][C:6]=2[N:5]=1)[CH3:2]. (9) Given the reactants [F:1][C:2]1[CH:7]=[CH:6][C:5]([C:8]2[C:12]([CH2:13][O:14][C:15]3[CH:16]=[C:17]([C:21]([OH:23])=O)[N:18]([CH3:20])[N:19]=3)=[C:11]([CH3:24])[O:10][N:9]=2)=[CH:4][CH:3]=1.Cl.[OH:26][CH:27]1[CH2:30][NH:29][CH2:28]1, predict the reaction product. The product is: [F:1][C:2]1[CH:3]=[CH:4][C:5]([C:8]2[C:12]([CH2:13][O:14][C:15]3[CH:16]=[C:17]([C:21]([N:29]4[CH2:30][CH:27]([OH:26])[CH2:28]4)=[O:23])[N:18]([CH3:20])[N:19]=3)=[C:11]([CH3:24])[O:10][N:9]=2)=[CH:6][CH:7]=1.